Dataset: Full USPTO retrosynthesis dataset with 1.9M reactions from patents (1976-2016). Task: Predict the reactants needed to synthesize the given product. (1) Given the product [F:1][C:2]1[C:7]([F:8])=[C:6]([N:9]2[CH2:10][CH2:11][O:12][CH2:13][CH2:14]2)[CH:5]=[CH:4][C:3]=1[N:15]1[CH:20]=[C:19]([O:21][CH3:22])[C:18](=[O:23])[C:17]([C:24]([N:29]([O:30][CH3:31])[CH3:28])=[O:25])=[N:16]1, predict the reactants needed to synthesize it. The reactants are: [F:1][C:2]1[C:7]([F:8])=[C:6]([N:9]2[CH2:14][CH2:13][O:12][CH2:11][CH2:10]2)[CH:5]=[CH:4][C:3]=1[N:15]1[CH:20]=[C:19]([O:21][CH3:22])[C:18](=[O:23])[C:17]([C:24](O)=[O:25])=[N:16]1.Cl.[CH3:28][NH:29][O:30][CH3:31].C1C=CC2N(O)N=NC=2C=1.C(N(CC)CC)C.CCN=C=NCCCN(C)C. (2) Given the product [CH2:1]([N:3]([CH2:29][C:30]1[CH:35]=[CH:34][C:33]([O:36][CH2:40][CH2:41][N:43]([CH3:50])[CH:44]2[CH2:49][CH2:48][O:47][CH2:46][CH2:45]2)=[C:32]([F:37])[CH:31]=1)[C:4]1[CH:9]=[C:8]([O:10][CH3:11])[CH:7]=[CH:6][C:5]=1[C@@H:12]1[CH2:21][CH2:20][C:19]2[CH:18]=[C:17]([OH:22])[CH:16]=[CH:15][C:14]=2[CH2:13]1)[CH3:2], predict the reactants needed to synthesize it. The reactants are: [CH2:1]([N:3]([C:29](=O)[C:30]1[CH:35]=[CH:34][C:33]([OH:36])=[C:32]([F:37])[CH:31]=1)[C:4]1[CH:9]=[C:8]([O:10][CH3:11])[CH:7]=[CH:6][C:5]=1[C@@H:12]1[CH2:21][CH2:20][C:19]2[CH:18]=[C:17]([O:22]C(=O)C(C)(C)C)[CH:16]=[CH:15][C:14]=2[CH2:13]1)[CH3:2].Cl[CH2:40][C:41]([N:43]([CH3:50])[CH:44]1[CH2:49][CH2:48][O:47][CH2:46][CH2:45]1)=O. (3) Given the product [Cl:6][C:7]1[C:8]([C:34]2[CH:35]=[N:36][N:37]3[CH:42]=[CH:41][CH:40]=[CH:39][C:38]=23)=[N:9][C:10]([NH:13][C:14]2[C:19]([O:20][CH3:21])=[CH:18][C:17]([N:22]([CH3:32])[CH2:23][CH2:24][N:25]3[CH2:30][CH2:29][N:28]([CH3:31])[CH2:27][CH2:26]3)=[C:16]([NH:33][C:1](=[O:4])[CH:2]=[CH2:3])[CH:15]=2)=[N:11][CH:12]=1, predict the reactants needed to synthesize it. The reactants are: [C:1](Cl)(=[O:4])[CH:2]=[CH2:3].[Cl:6][C:7]1[C:8]([C:34]2[CH:35]=[N:36][N:37]3[CH:42]=[CH:41][CH:40]=[CH:39][C:38]=23)=[N:9][C:10]([NH:13][C:14]2[CH:15]=[C:16]([NH2:33])[C:17]([N:22]([CH3:32])[CH2:23][CH2:24][N:25]3[CH2:30][CH2:29][N:28]([CH3:31])[CH2:27][CH2:26]3)=[CH:18][C:19]=2[O:20][CH3:21])=[N:11][CH:12]=1.